This data is from Full USPTO retrosynthesis dataset with 1.9M reactions from patents (1976-2016). The task is: Predict the reactants needed to synthesize the given product. (1) Given the product [CH3:1][C:2]1[C:7]([NH:8][C:23](=[O:27])[CH2:24][CH2:25][CH3:26])=[CH:6][CH:5]=[CH:4][C:3]=1[C:9]1[CH:14]=[CH:13][C:12]([CH3:15])=[CH:11][CH:10]=1, predict the reactants needed to synthesize it. The reactants are: [CH3:1][C:2]1[C:7]([NH2:8])=[CH:6][CH:5]=[CH:4][C:3]=1[C:9]1[CH:14]=[CH:13][C:12]([CH3:15])=[CH:11][CH:10]=1.C(N(CC)CC)C.[C:23](Cl)(=[O:27])[CH2:24][CH2:25][CH3:26].C1CCCCC1. (2) Given the product [C:8]1([NH:34][CH2:27][C:28]2[CH:33]=[CH:32][CH:31]=[CH:30][CH:29]=2)[CH:13]=[CH:12][CH:11]=[CH:10][CH:9]=1, predict the reactants needed to synthesize it. The reactants are: C([O-])([O-])=O.[Cs+].[Cs+].Br[C:8]1[CH:13]=[CH:12][CH:11]=[CH:10][CH:9]=1.CC(C)(C(=O)CC(=O)C(C)(C)C)C.[CH2:27]([NH2:34])[C:28]1[CH:33]=[CH:32][CH:31]=[CH:30][CH:29]=1.C(OCCCCCC)CCCCC. (3) Given the product [O:2]=[C:3]1[NH:14][C:7]2[CH:8]=[C:9]([CH:12]=[O:13])[CH:10]=[CH:11][C:6]=2[S:5][CH2:4]1, predict the reactants needed to synthesize it. The reactants are: C[O:2][C:3](=O)[CH2:4][S:5][C:6]1[CH:11]=[CH:10][C:9]([CH:12]=[O:13])=[CH:8][C:7]=1[N+:14]([O-])=O.